Task: Regression. Given two drug SMILES strings and cell line genomic features, predict the synergy score measuring deviation from expected non-interaction effect.. Dataset: NCI-60 drug combinations with 297,098 pairs across 59 cell lines (1) Drug 1: C1=CC(=CC=C1C#N)C(C2=CC=C(C=C2)C#N)N3C=NC=N3. Drug 2: B(C(CC(C)C)NC(=O)C(CC1=CC=CC=C1)NC(=O)C2=NC=CN=C2)(O)O. Cell line: HS 578T. Synergy scores: CSS=25.2, Synergy_ZIP=0.705, Synergy_Bliss=0.515, Synergy_Loewe=-20.5, Synergy_HSA=-0.371. (2) Drug 1: C1=C(C(=O)NC(=O)N1)N(CCCl)CCCl. Drug 2: CCCS(=O)(=O)NC1=C(C(=C(C=C1)F)C(=O)C2=CNC3=C2C=C(C=N3)C4=CC=C(C=C4)Cl)F. Cell line: HCC-2998. Synergy scores: CSS=2.07, Synergy_ZIP=3.37, Synergy_Bliss=2.62, Synergy_Loewe=-10.8, Synergy_HSA=-8.31. (3) Drug 1: CC12CCC3C(C1CCC2O)C(CC4=C3C=CC(=C4)O)CCCCCCCCCS(=O)CCCC(C(F)(F)F)(F)F. Drug 2: CCCCCOC(=O)NC1=NC(=O)N(C=C1F)C2C(C(C(O2)C)O)O. Cell line: DU-145. Synergy scores: CSS=1.68, Synergy_ZIP=0.795, Synergy_Bliss=3.57, Synergy_Loewe=-0.710, Synergy_HSA=-1.82. (4) Drug 1: CC1=C(C(CCC1)(C)C)C=CC(=CC=CC(=CC(=O)O)C)C. Drug 2: C(CN)CNCCSP(=O)(O)O. Cell line: SK-MEL-5. Synergy scores: CSS=-0.470, Synergy_ZIP=0.149, Synergy_Bliss=-0.115, Synergy_Loewe=-0.551, Synergy_HSA=-1.58. (5) Drug 1: CC1C(C(=O)NC(C(=O)N2CCCC2C(=O)N(CC(=O)N(C(C(=O)O1)C(C)C)C)C)C(C)C)NC(=O)C3=C4C(=C(C=C3)C)OC5=C(C(=O)C(=C(C5=N4)C(=O)NC6C(OC(=O)C(N(C(=O)CN(C(=O)C7CCCN7C(=O)C(NC6=O)C(C)C)C)C)C(C)C)C)N)C. Drug 2: CN1C(=O)N2C=NC(=C2N=N1)C(=O)N. Cell line: 786-0. Synergy scores: CSS=10.9, Synergy_ZIP=-6.53, Synergy_Bliss=0.246, Synergy_Loewe=-0.389, Synergy_HSA=0.343. (6) Drug 1: CC1CCC2CC(C(=CC=CC=CC(CC(C(=O)C(C(C(=CC(C(=O)CC(OC(=O)C3CCCCN3C(=O)C(=O)C1(O2)O)C(C)CC4CCC(C(C4)OC)O)C)C)O)OC)C)C)C)OC. Drug 2: CCCCC(=O)OCC(=O)C1(CC(C2=C(C1)C(=C3C(=C2O)C(=O)C4=C(C3=O)C=CC=C4OC)O)OC5CC(C(C(O5)C)O)NC(=O)C(F)(F)F)O. Cell line: U251. Synergy scores: CSS=42.2, Synergy_ZIP=-1.64, Synergy_Bliss=-4.29, Synergy_Loewe=-4.91, Synergy_HSA=-4.50. (7) Drug 1: CC(C1=C(C=CC(=C1Cl)F)Cl)OC2=C(N=CC(=C2)C3=CN(N=C3)C4CCNCC4)N. Drug 2: C1=CC(=CC=C1CCCC(=O)O)N(CCCl)CCCl. Cell line: DU-145. Synergy scores: CSS=44.4, Synergy_ZIP=4.54, Synergy_Bliss=6.10, Synergy_Loewe=4.73, Synergy_HSA=4.91.